This data is from Reaction yield outcomes from USPTO patents with 853,638 reactions. The task is: Predict the reaction yield, written as a fraction of the theoretical maximum amount of product (1.0 means a 100% yield; for example, 0.34 means a 34% yield). (1) The reactants are C[O:2][C:3](=[O:21])[CH:4]([C:11]1[CH:16]=[CH:15][C:14]([Cl:17])=[C:13]([N+:18]([O-:20])=[O:19])[CH:12]=1)[CH2:5][CH:6]1[CH2:10][CH2:9][CH2:8][CH2:7]1.[OH-].[Li+]. The catalyst is O1CCCC1. The product is [Cl:17][C:14]1[CH:15]=[CH:16][C:11]([CH:4]([CH2:5][CH:6]2[CH2:10][CH2:9][CH2:8][CH2:7]2)[C:3]([OH:21])=[O:2])=[CH:12][C:13]=1[N+:18]([O-:20])=[O:19]. The yield is 0.980. (2) The reactants are Br[CH2:2][CH2:3][CH:4]=[C:5]1[C:11]2[CH:12]=[CH:13][CH:14]=[N:15][C:10]=2[CH2:9][O:8][C:7]2[CH:16]=[CH:17][C:18]([C:20]([OH:23])([CH3:22])[CH3:21])=[CH:19][C:6]1=2.C(=O)([O-])[O-].[K+].[K+].[Cl:30][C:31]1[CH:36]=[CH:35][C:34]([NH:37][C:38]2([C:44]#[N:45])[CH2:43][CH2:42][NH:41][CH2:40][CH2:39]2)=[CH:33][CH:32]=1. The catalyst is O.C(#N)C.C(OCC)(=O)C. The product is [Cl:30][C:31]1[CH:32]=[CH:33][C:34]([NH:37][C:38]2([C:44]#[N:45])[CH2:43][CH2:42][N:41]([CH2:2][CH2:3][CH:4]=[C:5]3[C:11]4[CH:12]=[CH:13][CH:14]=[N:15][C:10]=4[CH2:9][O:8][C:7]4[CH:16]=[CH:17][C:18]([C:20]([OH:23])([CH3:22])[CH3:21])=[CH:19][C:6]3=4)[CH2:40][CH2:39]2)=[CH:35][CH:36]=1. The yield is 0.0800. (3) The reactants are [C:1]([O:5][C:6]([N:8]1[C:16]2[C:11](=[CH:12][CH:13]=[CH:14][CH:15]=2)[C:10](/[CH:17]=[C:18]2\[CH2:19][N:20]([CH:25]([C:31]3[CH:36]=[CH:35][CH:34]=[CH:33][C:32]=3[F:37])[C:26]([CH:28]3[CH2:30][CH2:29]3)=[O:27])[CH2:21][CH2:22][CH:23]\2O)=[CH:9]1)=[O:7])([CH3:4])([CH3:3])[CH3:2].[C:38]([OH:41])(=[S:40])[CH3:39].C(OC(OCC(C)(C)C)N(C)C)C(C)(C)C.C(=O)([O-])O.[Na+]. The catalyst is C1(C)C=CC=CC=1. The product is [C:38]([S:40][CH:23]1[CH2:22][CH2:21][N:20]([CH:25]([C:31]2[CH:36]=[CH:35][CH:34]=[CH:33][C:32]=2[F:37])[C:26]([CH:28]2[CH2:30][CH2:29]2)=[O:27])[CH2:19]/[C:18]/1=[CH:17]\[C:10]1[C:11]2[C:16](=[CH:15][CH:14]=[CH:13][CH:12]=2)[N:8]([C:6]([O:5][C:1]([CH3:4])([CH3:3])[CH3:2])=[O:7])[CH:9]=1)(=[O:41])[CH3:39]. The yield is 0.380.